This data is from Reaction yield outcomes from USPTO patents with 853,638 reactions. The task is: Predict the reaction yield, written as a fraction of the theoretical maximum amount of product (1.0 means a 100% yield; for example, 0.34 means a 34% yield). The product is [Cl:1][C:2]1[N:7]=[C:6]([C:8]2[S:41][C:39]([N:33]3[CH2:38][CH2:37][O:36][CH2:35][CH2:34]3)=[N:40][C:9]=2[C:11]2[C:12]([F:24])=[C:13]([NH:17][C:18](=[O:23])[O:19][CH2:20][CH:21]=[CH2:22])[CH:14]=[CH:15][CH:16]=2)[CH:5]=[CH:4][N:3]=1. The reactants are [Cl:1][C:2]1[N:7]=[C:6]([CH2:8][C:9]([C:11]2[C:12]([F:24])=[C:13]([NH:17][C:18](=[O:23])[O:19][CH2:20][CH:21]=[CH2:22])[CH:14]=[CH:15][CH:16]=2)=O)[CH:5]=[CH:4][N:3]=1.C1C(=O)N(Br)C(=O)C1.[N:33]1([C:39](=[S:41])[NH2:40])[CH2:38][CH2:37][O:36][CH2:35][CH2:34]1.O. The yield is 0.835. The catalyst is CC(N(C)C)=O.